From a dataset of Forward reaction prediction with 1.9M reactions from USPTO patents (1976-2016). Predict the product of the given reaction. (1) Given the reactants C1(S([N:10]2[C:18]3[C:13](=[CH:14][CH:15]=[C:16]([F:19])[CH:17]=3)[C:12]([C:20]3[CH:21]=[C:22]4[C:26](=[CH:27][CH:28]=3)[NH:25][C:24](=[O:29])[CH2:23]4)=[CH:11]2)(=O)=O)C=CC=CC=1.[NH4+].[Cl-], predict the reaction product. The product is: [F:19][C:16]1[CH:17]=[C:18]2[C:13]([C:12]([C:20]3[CH:21]=[C:22]4[C:26](=[CH:27][CH:28]=3)[NH:25][C:24](=[O:29])[CH2:23]4)=[CH:11][NH:10]2)=[CH:14][CH:15]=1. (2) The product is: [F:34][C:31]1([F:33])[O:30][C:29]2[CH:35]=[CH:36][C:26]([NH:25][C:23]([C:22]3[CH:37]=[CH:38][CH:39]=[CH:40][C:21]=3[NH:20][CH2:14][C:12]3[CH:11]=[CH:10][N:9]=[C:8]([C:6]([NH:5][CH2:4][CH2:3][O:2][CH3:1])=[O:7])[CH:13]=3)=[O:24])=[CH:27][C:28]=2[O:32]1. Given the reactants [CH3:1][O:2][CH2:3][CH2:4][NH:5][C:6]([C:8]1[CH:13]=[C:12]([CH2:14]CS([O-])(=O)=O)[CH:11]=[CH:10][N:9]=1)=[O:7].[NH2:20][C:21]1[CH:40]=[CH:39][CH:38]=[CH:37][C:22]=1[C:23]([NH:25][C:26]1[CH:36]=[CH:35][C:29]2[O:30][C:31]([F:34])([F:33])[O:32][C:28]=2[CH:27]=1)=[O:24], predict the reaction product.